From a dataset of NCI-60 drug combinations with 297,098 pairs across 59 cell lines. Regression. Given two drug SMILES strings and cell line genomic features, predict the synergy score measuring deviation from expected non-interaction effect. Drug 1: CN1C(=O)N2C=NC(=C2N=N1)C(=O)N. Drug 2: COC1=NC(=NC2=C1N=CN2C3C(C(C(O3)CO)O)O)N. Cell line: HL-60(TB). Synergy scores: CSS=9.47, Synergy_ZIP=-2.29, Synergy_Bliss=-10.9, Synergy_Loewe=-14.1, Synergy_HSA=-8.98.